Dataset: Peptide-MHC class I binding affinity with 185,985 pairs from IEDB/IMGT. Task: Regression. Given a peptide amino acid sequence and an MHC pseudo amino acid sequence, predict their binding affinity value. This is MHC class I binding data. (1) The peptide sequence is KMIKNLTQL. The MHC is HLA-A02:06 with pseudo-sequence HLA-A02:06. The binding affinity (normalized) is 0.785. (2) The peptide sequence is TNIRQAGVQYSR. The MHC is HLA-B07:02 with pseudo-sequence HLA-B07:02. The binding affinity (normalized) is 0. (3) The peptide sequence is NSTHNTPVY. The MHC is HLA-A25:01 with pseudo-sequence HLA-A25:01. The binding affinity (normalized) is 0.0847. (4) The peptide sequence is ATNDGLIKK. The MHC is HLA-A11:01 with pseudo-sequence HLA-A11:01. The binding affinity (normalized) is 0.787. (5) The binding affinity (normalized) is 0.287. The MHC is HLA-A31:01 with pseudo-sequence HLA-A31:01. The peptide sequence is GVSENIFLK. (6) The peptide sequence is YVLDHLIVV. The MHC is HLA-B51:01 with pseudo-sequence HLA-B51:01. The binding affinity (normalized) is 0.552. (7) The MHC is HLA-A26:01 with pseudo-sequence HLA-A26:01. The peptide sequence is ATVTGGIFLF. The binding affinity (normalized) is 0.276. (8) The peptide sequence is WEITYLGTT. The MHC is HLA-A02:06 with pseudo-sequence HLA-A02:06. The binding affinity (normalized) is 0.525.